This data is from NCI-60 drug combinations with 297,098 pairs across 59 cell lines. The task is: Regression. Given two drug SMILES strings and cell line genomic features, predict the synergy score measuring deviation from expected non-interaction effect. (1) Drug 1: C1=C(C(=O)NC(=O)N1)F. Drug 2: CC1=C(C(=CC=C1)Cl)NC(=O)C2=CN=C(S2)NC3=CC(=NC(=N3)C)N4CCN(CC4)CCO. Cell line: MDA-MB-435. Synergy scores: CSS=34.9, Synergy_ZIP=6.52, Synergy_Bliss=6.92, Synergy_Loewe=2.99, Synergy_HSA=3.05. (2) Drug 1: C1=CN(C(=O)N=C1N)C2C(C(C(O2)CO)O)O.Cl. Drug 2: CCC1(CC2CC(C3=C(CCN(C2)C1)C4=CC=CC=C4N3)(C5=C(C=C6C(=C5)C78CCN9C7C(C=CC9)(C(C(C8N6C)(C(=O)OC)O)OC(=O)C)CC)OC)C(=O)OC)O.OS(=O)(=O)O. Cell line: KM12. Synergy scores: CSS=28.2, Synergy_ZIP=-6.25, Synergy_Bliss=-5.09, Synergy_Loewe=-5.47, Synergy_HSA=-7.24. (3) Cell line: SK-OV-3. Synergy scores: CSS=1.90, Synergy_ZIP=-0.936, Synergy_Bliss=1.96, Synergy_Loewe=-4.82, Synergy_HSA=-1.17. Drug 2: CC12CCC3C(C1CCC2OP(=O)(O)O)CCC4=C3C=CC(=C4)OC(=O)N(CCCl)CCCl.[Na+]. Drug 1: CS(=O)(=O)CCNCC1=CC=C(O1)C2=CC3=C(C=C2)N=CN=C3NC4=CC(=C(C=C4)OCC5=CC(=CC=C5)F)Cl. (4) Drug 1: C1=NC(=NC(=O)N1C2C(C(C(O2)CO)O)O)N. Drug 2: C(CN)CNCCSP(=O)(O)O. Cell line: HCC-2998. Synergy scores: CSS=31.3, Synergy_ZIP=2.68, Synergy_Bliss=7.15, Synergy_Loewe=-15.9, Synergy_HSA=6.01. (5) Drug 1: CS(=O)(=O)C1=CC(=C(C=C1)C(=O)NC2=CC(=C(C=C2)Cl)C3=CC=CC=N3)Cl. Drug 2: COC1=C(C=C2C(=C1)N=CN=C2NC3=CC(=C(C=C3)F)Cl)OCCCN4CCOCC4. Cell line: ACHN. Synergy scores: CSS=36.6, Synergy_ZIP=-2.08, Synergy_Bliss=-5.44, Synergy_Loewe=-26.9, Synergy_HSA=-6.65. (6) Drug 1: CCC1=CC2CC(C3=C(CN(C2)C1)C4=CC=CC=C4N3)(C5=C(C=C6C(=C5)C78CCN9C7C(C=CC9)(C(C(C8N6C)(C(=O)OC)O)OC(=O)C)CC)OC)C(=O)OC.C(C(C(=O)O)O)(C(=O)O)O. Drug 2: C1=C(C(=O)NC(=O)N1)F. Cell line: MOLT-4. Synergy scores: CSS=69.8, Synergy_ZIP=1.53, Synergy_Bliss=-2.03, Synergy_Loewe=0.146, Synergy_HSA=2.72. (7) Drug 1: C1=C(C(=O)NC(=O)N1)F. Drug 2: C1CNP(=O)(OC1)N(CCCl)CCCl. Cell line: CCRF-CEM. Synergy scores: CSS=13.0, Synergy_ZIP=-9.24, Synergy_Bliss=-20.5, Synergy_Loewe=-31.9, Synergy_HSA=-22.0. (8) Drug 1: CC1CCC2CC(C(=CC=CC=CC(CC(C(=O)C(C(C(=CC(C(=O)CC(OC(=O)C3CCCCN3C(=O)C(=O)C1(O2)O)C(C)CC4CCC(C(C4)OC)OCCO)C)C)O)OC)C)C)C)OC. Drug 2: C1CC(=O)NC(=O)C1N2C(=O)C3=CC=CC=C3C2=O. Cell line: NCI-H226. Synergy scores: CSS=-0.367, Synergy_ZIP=0.311, Synergy_Bliss=-1.49, Synergy_Loewe=-9.22, Synergy_HSA=-4.16. (9) Drug 1: C1CN(P(=O)(OC1)NCCCl)CCCl. Drug 2: N.N.Cl[Pt+2]Cl. Cell line: SN12C. Synergy scores: CSS=33.0, Synergy_ZIP=-8.87, Synergy_Bliss=-1.90, Synergy_Loewe=-21.6, Synergy_HSA=-2.89. (10) Drug 1: CC(C1=C(C=CC(=C1Cl)F)Cl)OC2=C(N=CC(=C2)C3=CN(N=C3)C4CCNCC4)N. Drug 2: COC1=CC(=CC(=C1O)OC)C2C3C(COC3=O)C(C4=CC5=C(C=C24)OCO5)OC6C(C(C7C(O6)COC(O7)C8=CC=CS8)O)O. Cell line: OVCAR-4. Synergy scores: CSS=-7.54, Synergy_ZIP=-0.370, Synergy_Bliss=-6.11, Synergy_Loewe=-7.41, Synergy_HSA=-6.73.